Dataset: Reaction yield outcomes from USPTO patents with 853,638 reactions. Task: Predict the reaction yield, written as a fraction of the theoretical maximum amount of product (1.0 means a 100% yield; for example, 0.34 means a 34% yield). (1) The reactants are C(S([NH:7][CH:8]([C:25]1[CH:30]=[CH:29][C:28]([Cl:31])=[CH:27][CH:26]=1)[C:9]1[C:13]([C:14]#[N:15])=[C:12]([N:16]2[CH2:21][CH2:20][O:19][CH2:18][CH2:17]2)[S:11][C:10]=1[C:22]([OH:24])=[O:23])=O)(C)(C)C.Cl. The catalyst is C(Cl)Cl. The product is [ClH:31].[NH2:7][CH:8]([C:25]1[CH:30]=[CH:29][C:28]([Cl:31])=[CH:27][CH:26]=1)[C:9]1[C:13]([C:14]#[N:15])=[C:12]([N:16]2[CH2:17][CH2:18][O:19][CH2:20][CH2:21]2)[S:11][C:10]=1[C:22]([OH:24])=[O:23]. The yield is 0.865. (2) The reactants are [NH:1]1[CH2:6][CH2:5][NH:4][CH2:3][CH2:2]1.Cl[C:8]1[CH:13]=[C:12]([CH3:14])[CH:11]=[C:10]([CH3:15])[N:9]=1. The catalyst is COCCOCCOC.[Cl-].[Na+].O. The product is [CH3:14][C:12]1[CH:11]=[C:10]([CH3:15])[N:9]=[C:8]([N:1]2[CH2:6][CH2:5][NH:4][CH2:3][CH2:2]2)[CH:13]=1. The yield is 0.920.